From a dataset of Forward reaction prediction with 1.9M reactions from USPTO patents (1976-2016). Predict the product of the given reaction. Given the reactants [F:1][C:2]([F:9])([F:8])[C:3]1[CH:7]=[CH:6][NH:5][N:4]=1.CN(C)C1CCCCC1N.C(=O)([O-])[O-].[K+].[K+].Br[C:27]1[CH:32]=[CH:31][C:30]([CH2:33][CH2:34][NH:35][C:36](=[O:47])[C:37]2[CH:42]=[CH:41][CH:40]=[CH:39][C:38]=2[C:43]([F:46])([F:45])[F:44])=[CH:29][CH:28]=1, predict the reaction product. The product is: [F:44][C:43]([F:45])([F:46])[C:38]1[CH:39]=[CH:40][CH:41]=[CH:42][C:37]=1[C:36]([NH:35][CH2:34][CH2:33][C:30]1[CH:31]=[CH:32][C:27]([N:5]2[CH:6]=[CH:7][C:3]([C:2]([F:9])([F:8])[F:1])=[N:4]2)=[CH:28][CH:29]=1)=[O:47].